From a dataset of Reaction yield outcomes from USPTO patents with 853,638 reactions. Predict the reaction yield, written as a fraction of the theoretical maximum amount of product (1.0 means a 100% yield; for example, 0.34 means a 34% yield). (1) The reactants are [CH2:1]([O:8][C:9]1[C:14](=[O:15])[CH:13]=[CH:12][NH:11][C:10]=1[CH3:16])[C:2]1[CH:7]=[CH:6][CH:5]=[CH:4][CH:3]=1.C(=O)([O-])[O-].[K+].[K+].[C:23]([CH:27](O)[O:28]C)([F:26])([F:25])[F:24]. No catalyst specified. The product is [CH2:1]([O:8][C:9]1[C:14](=[O:15])[C:13]([CH:27]([OH:28])[C:23]([F:26])([F:25])[F:24])=[CH:12][NH:11][C:10]=1[CH3:16])[C:2]1[CH:3]=[CH:4][CH:5]=[CH:6][CH:7]=1. The yield is 0.378. (2) The reactants are CC1(C)[O:7][CH2:6][C:5]([NH:25]C(=O)OC(C)(C)C)([C:8]2[O:9][C:10]3[CH:16]=[CH:15][C:14]([CH2:17][CH2:18][CH2:19][CH2:20][CH2:21][CH2:22][CH2:23][CH3:24])=[CH:13][C:11]=3[CH:12]=2)[CH2:4][O:3]1.ClC1C=C(C2ON=C(C3C=CC4OC(C5(NC(=O)OC(C)(C)C)COC(C)(C)OC5)=CC=4C=3)N=2)C=CC=1OCCC. No catalyst specified. The product is [NH2:25][C:5]([C:8]1[O:9][C:10]2[CH:16]=[CH:15][C:14]([CH2:17][CH2:18][CH2:19][CH2:20][CH2:21][CH2:22][CH2:23][CH3:24])=[CH:13][C:11]=2[CH:12]=1)([CH2:6][OH:7])[CH2:4][OH:3]. The yield is 0.510.